Dataset: Full USPTO retrosynthesis dataset with 1.9M reactions from patents (1976-2016). Task: Predict the reactants needed to synthesize the given product. (1) Given the product [CH3:18][C:19]([NH:20][C:15]([C:7]1[CH:6]=[CH:5][C:4]([CH:1]2[CH2:2][CH2:3]2)=[C:9]([O:10][CH2:11][CH:12]2[CH2:13][CH2:14]2)[N:8]=1)=[O:17])([C:21]1[S:22][C:23]([CH3:26])=[CH:24][N:25]=1)[CH3:27], predict the reactants needed to synthesize it. The reactants are: [CH:1]1([C:4]2[CH:5]=[CH:6][C:7]([C:15]([OH:17])=O)=[N:8][C:9]=2[O:10][CH2:11][CH:12]2[CH2:14][CH2:13]2)[CH2:3][CH2:2]1.[CH3:18][C:19]([CH3:27])([C:21]1[S:22][C:23]([CH3:26])=[CH:24][N:25]=1)[NH2:20]. (2) Given the product [CH3:23][C:24]1[CH:29]=[C:28]([CH3:30])[CH:27]=[CH:26][C:25]=1[N:31]1[CH2:32][CH2:33][N:34]([CH2:21][CH2:20][CH2:19][C:9]2[CH:10]=[C:11]([C:12]3[CH:17]=[CH:16][C:15]([CH3:18])=[CH:14][CH:13]=3)[N:7]([C:1]3[CH:6]=[CH:5][CH:4]=[CH:3][CH:2]=3)[N:8]=2)[CH2:35][CH2:36]1, predict the reactants needed to synthesize it. The reactants are: [C:1]1([N:7]2[C:11]([C:12]3[CH:17]=[CH:16][C:15]([CH3:18])=[CH:14][CH:13]=3)=[CH:10][C:9]([CH2:19][CH2:20][CH:21]=O)=[N:8]2)[CH:6]=[CH:5][CH:4]=[CH:3][CH:2]=1.[CH3:23][C:24]1[CH:29]=[C:28]([CH3:30])[CH:27]=[CH:26][C:25]=1[N:31]1[CH2:36][CH2:35][NH:34][CH2:33][CH2:32]1.CCN(C(C)C)C(C)C.[BH-](OC(C)=O)(OC(C)=O)OC(C)=O.[Na+]. (3) Given the product [CH3:1][O:2][C:3]1[CH:38]=[CH:37][C:6]([CH2:7][N:8]2[C:12]3=[N:13][CH:14]=[CH:15][C:16]([NH:17][C:18]4[CH:26]=[CH:25][C:21]([C:22]([NH:47][C:43]5[CH:42]=[C:41]([C:40]([F:48])([F:39])[F:49])[CH:46]=[CH:45][N:44]=5)=[O:24])=[CH:20][CH:19]=4)=[C:11]3[C:10]([NH:27][C@@H:28]3[CH2:32][CH2:31][N:30]([C:33](=[O:36])[CH2:34][CH3:35])[CH2:29]3)=[N:9]2)=[CH:5][CH:4]=1, predict the reactants needed to synthesize it. The reactants are: [CH3:1][O:2][C:3]1[CH:38]=[CH:37][C:6]([CH2:7][N:8]2[C:12]3=[N:13][CH:14]=[CH:15][C:16]([NH:17][C:18]4[CH:26]=[CH:25][C:21]([C:22]([OH:24])=O)=[CH:20][CH:19]=4)=[C:11]3[C:10]([NH:27][C@@H:28]3[CH2:32][CH2:31][N:30]([C:33](=[O:36])[CH2:34][CH3:35])[CH2:29]3)=[N:9]2)=[CH:5][CH:4]=1.[F:39][C:40]([F:49])([F:48])[C:41]1[CH:46]=[CH:45][N:44]=[C:43]([NH2:47])[CH:42]=1.O=P(Cl)(Cl)Cl. (4) Given the product [CH3:3][O:4][N:5]([CH3:30])[C:6]([C:8]1[C:13]([N:14]([CH2:31][O:32][CH3:33])[S:15]([C:18]2[CH:23]=[CH:22][C:21]([CH3:24])=[C:20]([C:25]([F:28])([F:26])[F:27])[CH:19]=2)(=[O:17])=[O:16])=[CH:12][C:11]([Cl:29])=[CH:10][N:9]=1)=[O:7], predict the reactants needed to synthesize it. The reactants are: [H-].[Na+].[CH3:3][O:4][N:5]([CH3:30])[C:6]([C:8]1[C:13]([NH:14][S:15]([C:18]2[CH:23]=[CH:22][C:21]([CH3:24])=[C:20]([C:25]([F:28])([F:27])[F:26])[CH:19]=2)(=[O:17])=[O:16])=[CH:12][C:11]([Cl:29])=[CH:10][N:9]=1)=[O:7].[CH3:31][O:32][CH2:33]Cl. (5) Given the product [N+:1]([C:4]1[CH:5]=[C:6]2[C:11](=[O:12])[N:15]([C:16]3[CH:24]=[CH:23][C:19]([C:20]([OH:22])=[O:21])=[CH:18][CH:17]=3)[C:8](=[O:10])[C:7]2=[CH:13][CH:14]=1)([O-:3])=[O:2], predict the reactants needed to synthesize it. The reactants are: [N+:1]([C:4]1[CH:5]=[C:6]2[C:11](=[O:12])[O:10][C:8](=O)[C:7]2=[CH:13][CH:14]=1)([O-:3])=[O:2].[NH2:15][C:16]1[CH:24]=[CH:23][C:19]([C:20]([OH:22])=[O:21])=[CH:18][CH:17]=1.